Dataset: Full USPTO retrosynthesis dataset with 1.9M reactions from patents (1976-2016). Task: Predict the reactants needed to synthesize the given product. Given the product [CH:12]([C:15]1[NH:19][N:18]=[C:17]([NH:20][C:21]2[C:22]3[CH2:38][CH2:37][CH2:36][C:23]=3[N:24]=[C:25]([N:27]3[CH2:31][CH2:30][CH2:29][C@H:28]3[C:32]([NH:6][C:2]3[S:1][CH:5]=[CH:4][N:3]=3)=[O:33])[N:26]=2)[CH:16]=1)([CH3:14])[CH3:13], predict the reactants needed to synthesize it. The reactants are: [S:1]1[CH:5]=[CH:4][N:3]=[C:2]1[NH2:6].C([Mg]Cl)(C)C.[CH:12]([C:15]1[NH:19][N:18]=[C:17]([NH:20][C:21]2[C:22]3[CH2:38][CH2:37][CH2:36][C:23]=3[N:24]=[C:25]([N:27]3[CH2:31][CH2:30][CH2:29][C@H:28]3[C:32](OC)=[O:33])[N:26]=2)[CH:16]=1)([CH3:14])[CH3:13].